This data is from Forward reaction prediction with 1.9M reactions from USPTO patents (1976-2016). The task is: Predict the product of the given reaction. (1) Given the reactants [O:1]1[CH2:5][CH2:4][CH2:3][C@@H:2]1[CH2:6][N:7]1[C:15]2[C:10](=[CH:11][CH:12]=[CH:13][CH:14]=2)[C:9]2([C:19]3[CH:20]=[CH:21][C:22]([O:24][Si](C(C)C)(C(C)C)C(C)C)=[CH:23][C:18]=3[O:17][CH2:16]2)[C:8]1=[O:35].[F-].C([N+](CCCC)(CCCC)CCCC)CCC, predict the reaction product. The product is: [OH:24][C:22]1[CH:21]=[CH:20][C:19]2[C:9]3([CH2:16][O:17][C:18]=2[CH:23]=1)[C:10]1[C:15](=[CH:14][CH:13]=[CH:12][CH:11]=1)[N:7]([CH2:6][C@H:2]1[CH2:3][CH2:4][CH2:5][O:1]1)[C:8]3=[O:35]. (2) Given the reactants [NH2:1][C:2]1[CH:7]=[CH:6][C:5]([CH3:8])=[CH:4][C:3]=1[S:9]([NH2:12])(=[O:11])=[O:10].[Br:13][C:14]1[CH:19]=[CH:18][C:17]([CH2:20][CH2:21][S:22](Cl)(=[O:24])=[O:23])=[CH:16][CH:15]=1, predict the reaction product. The product is: [Br:13][C:14]1[CH:15]=[CH:16][C:17]([CH2:20][CH2:21][S:22]([NH:1][C:2]2[CH:7]=[CH:6][C:5]([CH3:8])=[CH:4][C:3]=2[S:9]([NH2:12])(=[O:10])=[O:11])(=[O:24])=[O:23])=[CH:18][CH:19]=1. (3) Given the reactants [N+:1]([C:4]1[CH:9]=[CH:8][CH:7]=[CH:6][C:5]=1[OH:10])([O-:3])=[O:2].Cl[CH2:12][C:13](=[O:15])[CH3:14].[Br-].[Na+].C(=O)(O)[O-].[Na+].Cl, predict the reaction product. The product is: [N+:1]([C:4]1[CH:9]=[CH:8][CH:7]=[CH:6][C:5]=1[O:10][CH2:12][C:13](=[O:15])[CH3:14])([O-:3])=[O:2].